Predict the reactants needed to synthesize the given product. From a dataset of Full USPTO retrosynthesis dataset with 1.9M reactions from patents (1976-2016). (1) The reactants are: [F:1][C:2]1[CH:7]=[CH:6][C:5]([CH3:8])=[CH:4][C:3]=1[CH2:9][CH2:10][OH:11].C1(P(C2C=CC=CC=2)C2C=CC=CC=2)C=CC=CC=1.[CH3:31][O:32][C:33](=[O:43])[C:34]1[CH:39]=[CH:38][C:37]([O:40][CH3:41])=[C:36](O)[CH:35]=1.CC(OC(/N=N/C(OC(C)C)=O)=O)C. Given the product [CH3:31][O:32][C:33](=[O:43])[C:34]1[CH:39]=[CH:38][C:37]([O:40][CH3:41])=[C:36]([O:11][CH2:10][CH2:9][C:3]2[CH:4]=[C:5]([CH3:8])[CH:6]=[CH:7][C:2]=2[F:1])[CH:35]=1, predict the reactants needed to synthesize it. (2) Given the product [Cl:1][C:2]1[CH:3]=[C:4]([CH:8]=[CH:9][C:10]=1[Cl:11])[C:5]([NH:36][C:34]1[CH:33]=[CH:32][C:30]2[N:31]=[C:27]([NH:26][C:17]3[C:16]4[C:21](=[CH:22][C:23]([O:24][CH3:25])=[C:14]([O:13][CH3:12])[CH:15]=4)[N:20]=[CH:19][N:18]=3)[S:28][C:29]=2[CH:35]=1)=[O:6], predict the reactants needed to synthesize it. The reactants are: [Cl:1][C:2]1[CH:3]=[C:4]([CH:8]=[CH:9][C:10]=1[Cl:11])[C:5](Cl)=[O:6].[CH3:12][O:13][C:14]1[CH:15]=[C:16]2[C:21](=[CH:22][C:23]=1[O:24][CH3:25])[N:20]=[CH:19][N:18]=[C:17]2[NH:26][C:27]1[S:28][C:29]2[CH:35]=[C:34]([NH2:36])[CH:33]=[CH:32][C:30]=2[N:31]=1. (3) Given the product [C:1]([O:5][C:6](=[O:19])[NH:7][C@H:8]([CH2:9][C:10]1[CH:15]=[CH:14][CH:13]=[CH:12][CH:11]=1)[C@@H:16]([OH:17])[CH2:18][N:28]1[CH2:29][CH2:30][CH2:31][C@H:27]1[C:24]1[CH:25]=[CH:26][C:21]([F:20])=[CH:22][CH:23]=1)([CH3:4])([CH3:3])[CH3:2], predict the reactants needed to synthesize it. The reactants are: [C:1]([O:5][C:6](=[O:19])[NH:7][C@@H:8]([C@@H:16]1[CH2:18][O:17]1)[CH2:9][C:10]1[CH:15]=[CH:14][CH:13]=[CH:12][CH:11]=1)([CH3:4])([CH3:3])[CH3:2].[F:20][C:21]1[CH:26]=[CH:25][C:24]([C@@H:27]2[CH2:31][CH2:30][CH2:29][NH:28]2)=[CH:23][CH:22]=1. (4) Given the product [OH:3][CH:4]1[CH2:9][CH2:8][N:7]([C:10]2[N:15]=[C:14]([C:16]([NH:18][C:19]3[C:20]([CH3:30])=[C:21]([CH:26]=[CH:27][C:28]=3[CH3:29])[C:22]([OH:24])=[O:23])=[O:17])[C:13]([CH3:31])=[CH:12][CH:11]=2)[CH2:6][CH2:5]1, predict the reactants needed to synthesize it. The reactants are: [OH-].[Na+].[OH:3][CH:4]1[CH2:9][CH2:8][N:7]([C:10]2[N:15]=[C:14]([C:16]([NH:18][C:19]3[C:20]([CH3:30])=[C:21]([CH:26]=[CH:27][C:28]=3[CH3:29])[C:22]([O:24]C)=[O:23])=[O:17])[C:13]([CH3:31])=[CH:12][CH:11]=2)[CH2:6][CH2:5]1.CO.